Dataset: Full USPTO retrosynthesis dataset with 1.9M reactions from patents (1976-2016). Task: Predict the reactants needed to synthesize the given product. (1) Given the product [CH2:14]([C:11]1[N:12]([CH3:13])[C:8]([C:6](=[O:7])[C:5]2[CH:21]=[CH:22][C:2]([Cl:1])=[CH:3][CH:4]=2)=[C:9]([CH3:20])[CH:10]=1)[CH3:15].[CH2:11]([CH2:14][C:15]([O-:17])=[O:16])[CH2:10][CH2:9][CH2:8][CH2:6][CH3:5], predict the reactants needed to synthesize it. The reactants are: [Cl:1][C:2]1[CH:22]=[CH:21][C:5]([C:6]([C:8]2[N:12]([CH3:13])[C:11]([CH2:14][C:15]([O:17]CC)=[O:16])=[CH:10][C:9]=2[CH3:20])=[O:7])=[CH:4][CH:3]=1.C(I)CCCCC. (2) Given the product [ClH:34].[CH3:1][O:2][C:3](=[O:33])[C@@H:4]([NH2:25])[CH2:5][C:6]1[CH:7]=[CH:8][C:9]([NH:12][C:13]2[C:22]([C:23]#[N:24])=[CH:21][C:20]3[C:15](=[CH:16][CH:17]=[N:18][CH:19]=3)[N:14]=2)=[CH:10][CH:11]=1, predict the reactants needed to synthesize it. The reactants are: [CH3:1][O:2][C:3](=[O:33])[C@@H:4]([NH:25]C(OC(C)(C)C)=O)[CH2:5][C:6]1[CH:11]=[CH:10][C:9]([NH:12][C:13]2[C:22]([C:23]#[N:24])=[CH:21][C:20]3[C:15](=[CH:16][CH:17]=[N:18][CH:19]=3)[N:14]=2)=[CH:8][CH:7]=1.[ClH:34].